Dataset: Full USPTO retrosynthesis dataset with 1.9M reactions from patents (1976-2016). Task: Predict the reactants needed to synthesize the given product. (1) Given the product [NH2:1][C:4]1[CH:5]=[C:6]([C:10]2([C:15]#[N:16])[CH2:14][CH2:13][CH2:12][CH2:11]2)[CH:7]=[CH:8][CH:9]=1, predict the reactants needed to synthesize it. The reactants are: [N+:1]([C:4]1[CH:5]=[C:6]([C:10]2([C:15]#[N:16])[CH2:14][CH2:13][CH2:12][CH2:11]2)[CH:7]=[CH:8][CH:9]=1)([O-])=O. (2) Given the product [CH3:45][N:46]([CH3:50])[CH2:47][CH2:48][NH:49][CH2:1][C@:3]12[CH2:41][CH2:40][C@@H:39]([C:42]([CH3:44])=[CH2:43])[C@@H:4]1[C@@H:5]1[C@@:18]([CH3:21])([CH2:19][CH2:20]2)[C@@:17]2([CH3:22])[C@@H:8]([C@:9]3([CH3:38])[C@@H:14]([CH2:15][CH2:16]2)[C:13]([CH3:23])([CH3:24])[C:12]([C:25]2[CH:26]=[CH:27][C:28]([C:29]([O:31][C:32]([CH3:33])([CH3:34])[CH3:35])=[O:30])=[CH:36][CH:37]=2)=[CH:11][CH2:10]3)[CH2:7][CH2:6]1, predict the reactants needed to synthesize it. The reactants are: [CH:1]([C@:3]12[CH2:41][CH2:40][C@@H:39]([C:42]([CH3:44])=[CH2:43])[C@@H:4]1[C@@H:5]1[C@@:18]([CH3:21])([CH2:19][CH2:20]2)[C@@:17]2([CH3:22])[C@@H:8]([C@:9]3([CH3:38])[C@@H:14]([CH2:15][CH2:16]2)[C:13]([CH3:24])([CH3:23])[C:12]([C:25]2[CH:37]=[CH:36][C:28]([C:29]([O:31][C:32]([CH3:35])([CH3:34])[CH3:33])=[O:30])=[CH:27][CH:26]=2)=[CH:11][CH2:10]3)[CH2:7][CH2:6]1)=O.[CH3:45][N:46]([CH3:50])[CH2:47][CH2:48][NH2:49].C(O[BH-](OC(=O)C)OC(=O)C)(=O)C.[Na+].CC(O)=O. (3) Given the product [Si:1]([O:8][CH2:9][C:10]1[N:11]=[C:12]([N:15]2[CH2:16][CH2:17][O:18][CH2:19][CH2:20]2)[S:13][C:14]=1[C:27]([OH:28])([CH3:29])[CH3:26])([C:4]([CH3:5])([CH3:6])[CH3:7])([CH3:3])[CH3:2], predict the reactants needed to synthesize it. The reactants are: [Si:1]([O:8][CH2:9][C:10]1[N:11]=[C:12]([N:15]2[CH2:20][CH2:19][O:18][CH2:17][CH2:16]2)[S:13][CH:14]=1)([C:4]([CH3:7])([CH3:6])[CH3:5])([CH3:3])[CH3:2].[Li]CCCC.[CH3:26][C:27]([CH3:29])=[O:28]. (4) Given the product [C:17]([O:11][C:2]1[CH:3]=[CH:4][C:5]2[C:10](=[CH:9][CH:8]=[CH:7][CH:6]=2)[CH:1]=1)(=[O:35])[CH2:18][CH2:19][CH2:20][CH2:21][CH2:22][CH2:23][CH2:24][CH2:25][CH2:26][CH2:27][CH2:28][CH2:29][CH2:30][CH2:31][CH2:32][CH2:33][CH3:34], predict the reactants needed to synthesize it. The reactants are: [CH:1]1[C:10]2[C:5](=[CH:6][CH:7]=[CH:8][CH:9]=2)[CH:4]=[CH:3][C:2]=1[OH:11].CCOCC.[C:17](O)(=[O:35])[CH2:18][CH2:19][CH2:20][CH2:21][CH2:22][CH2:23][CH2:24][CH2:25][CH2:26][CH2:27][CH2:28][CH2:29][CH2:30][CH2:31][CH2:32][CH2:33][CH3:34].CS(O)(=O)=O. (5) Given the product [C:1]([C:5]1[CH:6]=[CH:7][C:8]([C:11]2[O:15][N:14]=[C:13]([C:16]([O:18][CH2:19][CH3:20])=[O:17])[C:12]=2[Cl:21])=[CH:9][CH:10]=1)([CH3:4])([CH3:2])[CH3:3], predict the reactants needed to synthesize it. The reactants are: [C:1]([C:5]1[CH:10]=[CH:9][C:8]([C:11]2[O:15][N:14]=[C:13]([C:16]([O:18][CH2:19][CH3:20])=[O:17])[CH:12]=2)=[CH:7][CH:6]=1)([CH3:4])([CH3:3])[CH3:2].[Cl:21]N1C(=O)CCC1=O. (6) Given the product [CH2:19]([O:18][C:16](=[O:17])[CH2:15][N:3]1[CH2:4][CH2:5][CH2:6][CH:2]1[CH3:1])[CH3:7], predict the reactants needed to synthesize it. The reactants are: [CH3:1][CH:2]1[CH2:6][CH2:5][CH2:4][NH:3]1.[CH2:7](N(CC)CC)C.Br[CH2:15][C:16]([O:18][CH3:19])=[O:17]. (7) Given the product [S:1]1[CH:5]=[CH:4][C:3]2[CH:6]=[C:7]([CH2:10][S:11]([CH2:14][C@@H:15]([N:21]([OH:22])[CH:33]=[O:34])[C:16]3[O:17][CH:18]=[CH:19][CH:20]=3)(=[O:13])=[O:12])[CH:8]=[CH:9][C:2]1=2, predict the reactants needed to synthesize it. The reactants are: [S:1]1[CH:5]=[CH:4][C:3]2[CH:6]=[C:7]([CH2:10][S:11]([CH2:14][C@@H:15]([N:21]([C:33](OCC3C=CC=CC=3)=[O:34])[O:22]C(OCC3C=CC=CC=3)=O)[C:16]3[O:17][CH:18]=[CH:19][CH:20]=3)(=[O:13])=[O:12])[CH:8]=[CH:9][C:2]1=2.C[Si](I)(C)C.C(=O)([O-])O.[Na+].CCOC(C)=O. (8) Given the product [Cl:5][C:6]1[CH:11]=[C:1]([S:2][CH3:3])[N:9]=[C:8]([NH2:13])[N:7]=1, predict the reactants needed to synthesize it. The reactants are: [CH3:1][S:2][CH3:3].[Na].[Cl:5][C:6]1[CH:11]=C(Cl)[N:9]=[C:8]([NH2:13])[N:7]=1. (9) Given the product [NH2:30][C:15]1[C:14]2[N:31]=[C:11]([CH2:10][O:9][CH2:7][CH3:8])[N:12]([CH2:32][CH2:33][CH3:34])[C:13]=2[C:22]2[CH:21]=[C:20]([O:23][CH:24]3[CH2:25][CH2:26][N:27]([C:5]([NH:4][CH:1]([CH3:3])[CH3:2])=[O:6])[CH2:28][CH2:29]3)[CH:19]=[CH:18][C:17]=2[N:16]=1, predict the reactants needed to synthesize it. The reactants are: [CH:1]([N:4]=[C:5]=[O:6])([CH3:3])[CH3:2].[CH2:7]([O:9][CH2:10][C:11]1[N:12]([CH2:32][CH2:33][CH3:34])[C:13]2[C:22]3[CH:21]=[C:20]([O:23][CH:24]4[CH2:29][CH2:28][NH:27][CH2:26][CH2:25]4)[CH:19]=[CH:18][C:17]=3[N:16]=[C:15]([NH2:30])[C:14]=2[N:31]=1)[CH3:8]. (10) Given the product [F:1][C:2]1[CH:41]=[CH:40][CH:39]=[C:38]([N+:42]([O-:44])=[O:43])[C:3]=1/[CH:4]=[CH:5]/[C@H:6]1[CH2:13][N:12]([C:14]([O:16][C:17]([CH3:20])([CH3:19])[CH3:18])=[O:15])[CH2:11][C:8]2([CH2:9][CH2:10]2)[NH:7]1, predict the reactants needed to synthesize it. The reactants are: [F:1][C:2]1[CH:41]=[CH:40][CH:39]=[C:38]([N+:42]([O-:44])=[O:43])[C:3]=1/[CH:4]=[CH:5]/[C@H:6]1[CH2:13][N:12]([C:14]([O:16][C:17]([CH3:20])([CH3:19])[CH3:18])=[O:15])[CH2:11][C:8]2([CH2:10][CH2:9]2)[N:7]1C(OCC1C2C=CC=CC=2C2C1=CC=CC=2)=O.N1CCCCC1.